This data is from Peptide-MHC class I binding affinity with 185,985 pairs from IEDB/IMGT. The task is: Regression. Given a peptide amino acid sequence and an MHC pseudo amino acid sequence, predict their binding affinity value. This is MHC class I binding data. (1) The peptide sequence is FFAYVMNIER. The MHC is HLA-A31:01 with pseudo-sequence HLA-A31:01. The binding affinity (normalized) is 0.571. (2) The peptide sequence is GLQSQQGHL. The MHC is Patr-A0701 with pseudo-sequence Patr-A0701. The binding affinity (normalized) is 0. (3) The peptide sequence is GFKLRSAVM. The MHC is HLA-B15:17 with pseudo-sequence HLA-B15:17. The binding affinity (normalized) is 0.0847. (4) The peptide sequence is IGKEAIVIW. The MHC is Mamu-B52 with pseudo-sequence Mamu-B52. The binding affinity (normalized) is 0.854. (5) The peptide sequence is ETLETLLLL. The MHC is BoLA-T2b with pseudo-sequence BoLA-T2b. The binding affinity (normalized) is 0.0641. (6) The binding affinity (normalized) is 0.988. The peptide sequence is ILAKDFLLV. The MHC is HLA-A02:02 with pseudo-sequence HLA-A02:02. (7) The peptide sequence is RSNDTELNY. The MHC is HLA-B39:01 with pseudo-sequence HLA-B39:01. The binding affinity (normalized) is 0.0847.